Dataset: Reaction yield outcomes from USPTO patents with 853,638 reactions. Task: Predict the reaction yield, written as a fraction of the theoretical maximum amount of product (1.0 means a 100% yield; for example, 0.34 means a 34% yield). (1) The reactants are [CH3:1][N:2]([CH3:9])[C:3]([NH:5][C:6](=[NH:8])[NH2:7])=[NH:4].[C:10]([OH:19])(=[O:18])[C:11]1[C:12](=[CH:14][CH:15]=[CH:16][CH:17]=1)[OH:13]. The catalyst is C(#N)C. The product is [C:10]([O-:19])(=[O:18])[C:11]1[C:12](=[CH:14][CH:15]=[CH:16][CH:17]=1)[OH:13].[NH2:8][C:6]([NH:5][C:3]([N:2]([CH3:9])[CH3:1])=[NH2+:4])=[NH:7]. The yield is 0.820. (2) The reactants are [CH2:1]([C:5]1[CH:12]=[CH:11][CH:10]=[CH:9][C:6]=1[CH:7]=[O:8])[CH2:2][CH:3]=[CH2:4].[BH4-].[Na+]. The catalyst is CO. The product is [CH2:1]([C:5]1[CH:12]=[CH:11][CH:10]=[CH:9][C:6]=1[CH2:7][OH:8])[CH2:2][CH:3]=[CH2:4]. The yield is 0.632. (3) The reactants are [NH2:1][C:2]1[CH:3]=[C:4]([CH:21]=[CH:22][C:23]=1[CH3:24])[O:5][C:6]1[CH:7]=[CH:8][C:9]2[N:10]([CH:12]=[C:13]([NH:15][C:16]([CH:18]3[CH2:20][CH2:19]3)=[O:17])[N:14]=2)[N:11]=1.[CH3:25][N:26]1[CH:30]=[CH:29][N:28]=[C:27]1[C:31](O)=[O:32].Cl.C(N=C=NCCCN(C)C)C.ON1C2C=CC=CC=2N=N1.C(=O)([O-])O.[Na+]. The catalyst is CN(C)C=O. The product is [CH:18]1([C:16]([NH:15][C:13]2[N:14]=[C:9]3[CH:8]=[CH:7][C:6]([O:5][C:4]4[CH:21]=[CH:22][C:23]([CH3:24])=[C:2]([NH:1][C:31]([C:27]5[N:26]([CH3:25])[CH:30]=[CH:29][N:28]=5)=[O:32])[CH:3]=4)=[N:11][N:10]3[CH:12]=2)=[O:17])[CH2:20][CH2:19]1. The yield is 0.320. (4) The reactants are F[C:2]1[N:7]2[CH:8]=[C:9]([CH2:11][N:12]([C@@H:23]([C:25]3[CH:30]=[CH:29][C:28]([O:31][CH3:32])=[CH:27][CH:26]=3)[CH3:24])[C@H:13]3[C:22]4[N:21]=[CH:20][CH:19]=[CH:18][C:17]=4[CH2:16][CH2:15][CH2:14]3)[N:10]=[C:6]2[CH:5]=[CH:4][CH:3]=1.[CH3:33][N:34]1[CH2:39][CH2:38][NH:37][CH2:36][CH2:35]1. The catalyst is ClCCl. The product is [CH3:32][O:31][C:28]1[CH:29]=[CH:30][C:25]([C@H:23]([N:12]([CH2:11][C:9]2[N:10]=[C:6]3[CH:5]=[CH:4][CH:3]=[C:2]([N:37]4[CH2:38][CH2:39][N:34]([CH3:33])[CH2:35][CH2:36]4)[N:7]3[CH:8]=2)[C@H:13]2[C:22]3[N:21]=[CH:20][CH:19]=[CH:18][C:17]=3[CH2:16][CH2:15][CH2:14]2)[CH3:24])=[CH:26][CH:27]=1. The yield is 1.00.